Dataset: Full USPTO retrosynthesis dataset with 1.9M reactions from patents (1976-2016). Task: Predict the reactants needed to synthesize the given product. (1) Given the product [F:1][C:2]1[CH:7]=[CH:6][CH:5]=[CH:4][C:3]=1[C:8]1[N:12]=[N:11][N:10]([CH3:13])[C:9]=1[CH2:14][O:15][C:16]1[N:17]=[CH:18][C:19]([N:23]2[CH:27]=[C:26]([C:28]#[N:29])[N:25]=[CH:24]2)=[CH:20][CH:21]=1, predict the reactants needed to synthesize it. The reactants are: [F:1][C:2]1[CH:7]=[CH:6][CH:5]=[CH:4][C:3]=1[C:8]1[N:12]=[N:11][N:10]([CH3:13])[C:9]=1[CH2:14][O:15][C:16]1[CH:21]=[CH:20][C:19](I)=[CH:18][N:17]=1.[NH:23]1[CH:27]=[C:26]([C:28]#[N:29])[N:25]=[CH:24]1.C(=O)([O-])[O-].[Cs+].[Cs+]. (2) Given the product [CH2:1]([C:3]1[CH:10]=[C:9]([O:11][CH2:28][O:27][CH2:26][CH2:25][Si:22]([CH3:24])([CH3:23])[CH3:21])[CH:8]=[CH:7][C:4]=1[C:5]#[N:6])[CH3:2], predict the reactants needed to synthesize it. The reactants are: [CH2:1]([C:3]1[CH:10]=[C:9]([OH:11])[CH:8]=[CH:7][C:4]=1[C:5]#[N:6])[CH3:2].CCN(C(C)C)C(C)C.[CH3:21][Si:22]([CH2:25][CH2:26][O:27][CH2:28]Cl)([CH3:24])[CH3:23]. (3) Given the product [CH3:1][N:25]1[CH2:24][CH2:23][C:22]([C:17]2[CH:18]=[CH:19][C:20]([Cl:21])=[C:15]([Cl:14])[CH:16]=2)([CH2:28][NH:29][C:30]([C:32]2[C:41]3[C:36](=[CH:37][CH:38]=[CH:39][CH:40]=3)[CH:35]=[C:34]([C:42]#[N:43])[C:33]=2[O:44][CH3:45])=[O:31])[CH2:27][CH2:26]1, predict the reactants needed to synthesize it. The reactants are: [C:1]([O-])(=O)CC(CC([O-])=O)(C([O-])=O)O.[Cl:14][C:15]1[CH:16]=[C:17]([C:22]2([CH2:28][NH:29][C:30]([C:32]3[C:41]4[C:36](=[CH:37][CH:38]=[CH:39][CH:40]=4)[CH:35]=[C:34]([C:42]#[N:43])[C:33]=3[O:44][CH3:45])=[O:31])[CH2:27][CH2:26][NH:25][CH2:24][CH2:23]2)[CH:18]=[CH:19][C:20]=1[Cl:21].C=O.